Dataset: Full USPTO retrosynthesis dataset with 1.9M reactions from patents (1976-2016). Task: Predict the reactants needed to synthesize the given product. (1) Given the product [C:26]12([CH2:36][O:37][C:38]3[C:46]([Cl:47])=[CH:45][C:41]([C:42]([NH:60][S:57]([CH:54]4[CH2:56][CH2:55]4)(=[O:59])=[O:58])=[O:44])=[C:40]([F:48])[CH:39]=3)[CH2:33][CH:32]3[CH2:34][CH:28]([CH2:29][CH:30]([CH2:31]3)[CH2:35]1)[CH2:27]2, predict the reactants needed to synthesize it. The reactants are: C12(COC3C(C4CC4)=CC(C(O)=O)=C(F)C=3)CC3CC(CC(C3)C1)C2.[C:26]12([CH2:36][O:37][C:38]3[C:46]([Cl:47])=[CH:45][C:41]([C:42]([OH:44])=O)=[C:40]([F:48])[CH:39]=3)[CH2:35][CH:30]3[CH2:31][CH:32]([CH2:34][CH:28]([CH2:29]3)[CH2:27]1)[CH2:33]2.CS(N)(=O)=O.[CH:54]1([S:57]([NH2:60])(=[O:59])=[O:58])[CH2:56][CH2:55]1. (2) Given the product [C:1]([O:5][C:6]([N:8]1[C:13]2[CH:14]=[C:15]([Cl:24])[C:16]([N+:21]([O-:23])=[O:22])=[C:17]([N+:18]([O-:20])=[O:19])[C:12]=2[O:11][CH:10]([C:25]([N:67]2[CH2:68][CH2:69][C:64]([C:70]#[N:71])([CH2:63][C:62]3[CH:61]=[CH:60][C:59]([F:58])=[CH:73][CH:72]=3)[CH2:65][CH2:66]2)=[O:27])[CH2:9]1)=[O:7])([CH3:4])([CH3:3])[CH3:2], predict the reactants needed to synthesize it. The reactants are: [C:1]([O:5][C:6]([N:8]1[C:13]2[CH:14]=[C:15]([Cl:24])[C:16]([N+:21]([O-:23])=[O:22])=[C:17]([N+:18]([O-:20])=[O:19])[C:12]=2[O:11][CH:10]([C:25]([OH:27])=O)[CH2:9]1)=[O:7])([CH3:4])([CH3:3])[CH3:2].CCN=C=NCCCN(C)C.C1C=CC2N(O)N=NC=2C=1.CCN(C(C)C)C(C)C.[F:58][C:59]1[CH:73]=[CH:72][C:62]([CH2:63][C:64]2([C:70]#[N:71])[CH2:69][CH2:68][NH:67][CH2:66][CH2:65]2)=[CH:61][CH:60]=1. (3) Given the product [CH:37]1[C:38]2[C:39]3([C:60]4[CH:59]=[CH:58][CH:57]=[CH:56][C:55]=4[C:54]4[C:49]3=[CH:50][CH:51]=[CH:52][CH:53]=4)[C:40]3[C:45](=[CH:44][CH:43]=[CH:42][CH:41]=3)[C:46]=2[CH:47]=[CH:48][C:36]=1[N:35]([C:32]1[CH:31]=[CH:30][C:29]([C:61]2[CH:62]=[CH:63][CH:64]=[CH:65][CH:66]=2)=[CH:34][CH:33]=1)[C:2]1[CH:3]=[C:4]2[C:24]([C:25]([CH3:28])([CH3:27])[CH:26]=1)=[C:7]1[CH:8]=[C:9]3[C:22](=[CH:23][C:6]1=[CH:5]2)[C:21]1[C:16](=[CH:17][CH:18]=[CH:19][CH:20]=1)[C:15]1[C:10]3=[CH:11][CH:12]=[CH:13][CH:14]=1, predict the reactants needed to synthesize it. The reactants are: Br[C:2]1[CH:3]=[C:4]2[C:24]([C:25]([CH3:28])([CH3:27])[CH:26]=1)=[C:7]1[CH:8]=[C:9]3[C:22](=[CH:23][C:6]1=[CH:5]2)[C:21]1[C:16](=[CH:17][CH:18]=[CH:19][CH:20]=1)[C:15]1[C:10]3=[CH:11][CH:12]=[CH:13][CH:14]=1.[C:29]1([C:61]2[CH:66]=[CH:65][CH:64]=[CH:63][CH:62]=2)[CH:34]=[CH:33][C:32]([NH:35][C:36]2[CH:48]=[CH:47][C:46]3[C:45]4[C:40](=[CH:41][CH:42]=[CH:43][CH:44]=4)[C:39]4([C:60]5[CH:59]=[CH:58][CH:57]=[CH:56][C:55]=5[C:54]5[C:49]4=[CH:50][CH:51]=[CH:52][CH:53]=5)[C:38]=3[CH:37]=2)=[CH:31][CH:30]=1.CC(C)([O-])C.[Na+]. (4) Given the product [Cl:1][C:2]1[CH:7]=[C:6]([C:8](=[O:13])[C:9]([F:11])([F:10])[F:12])[CH:5]=[C:4]([Cl:14])[C:3]=1[NH:15][C:16](=[O:27])[C:17]1[CH:22]=[CH:21][CH:20]=[CH:19][C:18]=1[F:26], predict the reactants needed to synthesize it. The reactants are: [Cl:1][C:2]1[CH:7]=[C:6]([C:8](=[O:13])[C:9]([F:12])([F:11])[F:10])[CH:5]=[C:4]([Cl:14])[C:3]=1[NH:15][C:16](=[O:27])[C:17]1[CH:22]=[CH:21][CH:20]=[C:19]([N+]([O-])=O)[C:18]=1[F:26].[Sn](Cl)(Cl)(Cl)Cl.Cl.